Dataset: Forward reaction prediction with 1.9M reactions from USPTO patents (1976-2016). Task: Predict the product of the given reaction. (1) Given the reactants I[C:2]1[CH:3]=[N:4][N:5]([C:7]2[CH:12]=[CH:11][CH:10]=[CH:9][C:8]=2[N+:13]([O-:15])=[O:14])[CH:6]=1.[CH3:16][C:17]([CH3:21])([CH3:20])[C:18]#[CH:19].O, predict the reaction product. The product is: [CH3:16][C:17]([CH3:21])([CH3:20])[C:18]#[C:19][C:2]1[CH:3]=[N:4][N:5]([C:7]2[CH:12]=[CH:11][CH:10]=[CH:9][C:8]=2[N+:13]([O-:15])=[O:14])[CH:6]=1. (2) Given the reactants [NH2:1][CH:2]=[C:3]([C:8]1[N:9]([CH:17]2[CH2:21][CH2:20][CH2:19][CH2:18]2)[CH:10]=[CH:11][C:12]=1[C:13](OC)=[O:14])[C:4]([O:6][CH3:7])=[O:5].CC(C)([O-])C.[Na+].O, predict the reaction product. The product is: [CH:17]1([N:9]2[C:8]3[C:3]([C:4]([O:6][CH3:7])=[O:5])=[CH:2][NH:1][C:13](=[O:14])[C:12]=3[CH:11]=[CH:10]2)[CH2:21][CH2:20][CH2:19][CH2:18]1.